From a dataset of Full USPTO retrosynthesis dataset with 1.9M reactions from patents (1976-2016). Predict the reactants needed to synthesize the given product. Given the product [CH3:1][O:2][C:3](=[O:15])[C:4]1[CH:9]=[C:8]([S:10](=[O:13])(=[O:12])[NH2:11])[CH:7]=[CH:6][C:5]=1[O:14][CH2:22][C:21]1[CH:24]=[CH:25][C:18]([O:17][CH3:16])=[CH:19][CH:20]=1, predict the reactants needed to synthesize it. The reactants are: [CH3:1][O:2][C:3](=[O:15])[C:4]1[CH:9]=[C:8]([S:10](=[O:13])(=[O:12])[NH2:11])[CH:7]=[CH:6][C:5]=1[OH:14].[CH3:16][O:17][C:18]1[CH:25]=[CH:24][C:21]([CH2:22]O)=[CH:20][CH:19]=1.C1(P(C2C=CC=CC=2)C2C=CC=CC=2)C=CC=CC=1.N(C(OC(C)(C)C)=O)=NC(OC(C)(C)C)=O.